From a dataset of Full USPTO retrosynthesis dataset with 1.9M reactions from patents (1976-2016). Predict the reactants needed to synthesize the given product. (1) Given the product [Cl:1][C:2]1[CH:3]=[C:4]([N:12]2[CH2:11][C@H:10]([CH3:9])[O:15][C@H:14]([CH3:16])[CH2:13]2)[CH:5]=[CH:6][CH:7]=1, predict the reactants needed to synthesize it. The reactants are: [Cl:1][C:2]1[CH:7]=[CH:6][CH:5]=[C:4](I)[CH:3]=1.[CH3:9][C@H:10]1[O:15][C@@H:14]([CH3:16])[CH2:13][NH:12][CH2:11]1.C(=O)([O-])[O-].[Cs+].[Cs+].C1C=CC(P(C2C(C3C(P(C4C=CC=CC=4)C4C=CC=CC=4)=CC=C4C=3C=CC=C4)=C3C(C=CC=C3)=CC=2)C2C=CC=CC=2)=CC=1. (2) Given the product [Cl:14][C:13]1[C:3]2[CH2:2][N:30]([CH2:29][C:19]3[CH:18]=[C:17]([CH3:16])[C:22]([O:23][CH2:24][C:25]([F:28])([F:26])[F:27])=[CH:21][N:20]=3)[C:5](=[O:7])[C:4]=2[CH:10]=[CH:11][N:12]=1, predict the reactants needed to synthesize it. The reactants are: Br[CH2:2][C:3]1[C:13]([Cl:14])=[N:12][CH:11]=[CH:10][C:4]=1[C:5]([O:7]CC)=O.Cl.[CH3:16][C:17]1[C:22]([O:23][CH2:24][C:25]([F:28])([F:27])[F:26])=[CH:21][N:20]=[C:19]([CH2:29][NH2:30])[CH:18]=1. (3) Given the product [C:35]([C:32]1([CH2:31][O:8][C:7]2[CH:6]=[CH:5][C:4]([N:9]3[C:13]([CH3:14])([CH3:15])[C:12](=[O:16])[N:11]([C:17]4[CH:24]=[CH:23][C:20]([C:21]#[N:22])=[C:19]([C:25]([F:26])([F:27])[F:28])[CH:18]=4)[C:10]3=[S:29])=[CH:3][C:2]=2[F:1])[CH2:34][CH2:33]1)#[N:36], predict the reactants needed to synthesize it. The reactants are: [F:1][C:2]1[CH:3]=[C:4]([N:9]2[C:13]([CH3:15])([CH3:14])[C:12](=[O:16])[N:11]([C:17]3[CH:24]=[CH:23][C:20]([C:21]#[N:22])=[C:19]([C:25]([F:28])([F:27])[F:26])[CH:18]=3)[C:10]2=[S:29])[CH:5]=[CH:6][C:7]=1[OH:8].O[CH2:31][C:32]1([C:35]#[N:36])[CH2:34][CH2:33]1.N(C(N1CCCCC1)=O)=NC(N1CCCCC1)=O.C(P(CCCC)CCCC)CCC. (4) Given the product [CH2:17]([C:19]1[NH:23][C:22]([C:24]([NH:1][C@H:2]2[CH2:7][CH2:6][N:5]([C:8]([O:10][C:11]([CH3:12])([CH3:13])[CH3:14])=[O:9])[CH2:4][C@H:3]2[O:15][CH3:16])=[O:25])=[N:21][C:20]=1[I:27])[CH3:18], predict the reactants needed to synthesize it. The reactants are: [NH2:1][C@H:2]1[CH2:7][CH2:6][N:5]([C:8]([O:10][C:11]([CH3:14])([CH3:13])[CH3:12])=[O:9])[CH2:4][C@H:3]1[O:15][CH3:16].[CH2:17]([C:19]1[NH:23][C:22]([C:24](O)=[O:25])=[N:21][C:20]=1[I:27])[CH3:18].CCN=C=NCCCN(C)C.Cl.C1C=CC2N(O)N=NC=2C=1. (5) Given the product [CH:30]1[C:39]2[C:34](=[CH:35][CH:36]=[C:37]([C:3]3[CH:4]=[C:5]([NH:8][C:9](=[O:20])[C:10]4[CH:15]=[CH:14][CH:13]=[C:12]([C:16]([F:18])([F:19])[F:17])[CH:11]=4)[CH:6]=[CH:7][C:2]=3[CH3:1])[CH:38]=2)[CH:33]=[CH:32][N:31]=1, predict the reactants needed to synthesize it. The reactants are: [CH3:1][C:2]1[CH:7]=[CH:6][C:5]([NH:8][C:9](=[O:20])[C:10]2[CH:15]=[CH:14][CH:13]=[C:12]([C:16]([F:19])([F:18])[F:17])[CH:11]=2)=[CH:4][C:3]=1B1OC(C)(C)C(C)(C)O1.[CH:30]1[C:39]2[C:34](=[CH:35][CH:36]=[C:37](OS(C(F)(F)F)(=O)=O)[CH:38]=2)[CH:33]=[CH:32][N:31]=1.P([O-])([O-])([O-])=O.[K+].[K+].[K+]. (6) Given the product [C:40]([SiH2:39][O:38][C:37]([CH3:45])([CH3:44])[C@@H:33]([N:27]1[C:28]2[C:23](=[CH:22][C:21]([CH2:57][C:56]3[CH:59]=[CH:60][CH:61]=[C:54]([Cl:53])[C:55]=3[F:62])=[C:30]([O:31][CH3:32])[CH:29]=2)[C:24](=[O:51])[C:25]([C:46]([O:48][CH2:49][CH3:50])=[O:47])=[CH:26]1)[CH:34]([CH3:35])[CH3:36])([CH3:43])([CH3:41])[CH3:42], predict the reactants needed to synthesize it. The reactants are: C1(P(C2C=CC=CC=2)C2C=CC=CC=2)C=CC=CC=1.Br[C:21]1[CH:22]=[C:23]2[C:28](=[CH:29][C:30]=1[O:31][CH3:32])[N:27]([C@H:33]([C:37]([CH3:45])([CH3:44])[O:38][SiH2:39][C:40]([CH3:43])([CH3:42])[CH3:41])[CH:34]([CH3:36])[CH3:35])[CH:26]=[C:25]([C:46]([O:48][CH2:49][CH3:50])=[O:47])[C:24]2=[O:51].[Br-].[Cl:53][C:54]1[C:55]([F:62])=[C:56]([CH:59]=[CH:60][CH:61]=1)[CH2:57][Zn+].[Cl-].[NH4+]. (7) Given the product [Br:1][C:2]1[C:3]([F:21])=[C:4]([N:8]2[CH:13]=[C:12]([O:14][CH3:15])[C:11](=[O:16])[C:10]([C:17]([OH:19])=[O:18])=[N:9]2)[CH:5]=[CH:6][CH:7]=1, predict the reactants needed to synthesize it. The reactants are: [Br:1][C:2]1[C:3]([F:21])=[C:4]([N:8]2[CH:13]=[C:12]([O:14][CH3:15])[C:11](=[O:16])[C:10]([C:17]([O:19]C)=[O:18])=[N:9]2)[CH:5]=[CH:6][CH:7]=1.[OH-].[Na+].Cl.